This data is from Reaction yield outcomes from USPTO patents with 853,638 reactions. The task is: Predict the reaction yield, written as a fraction of the theoretical maximum amount of product (1.0 means a 100% yield; for example, 0.34 means a 34% yield). (1) The reactants are [C:1]([O:4][C@H:5]1[CH2:9][C@H:8]([N:10]2[C:14]3[N:15]=[CH:16][N:17]=[C:18]([NH:19][C@@H:20]4[C:28]5[C:23](=[CH:24][CH:25]=[CH:26][CH:27]=5)[CH2:22][CH2:21]4)[C:13]=3[CH:12]=[CH:11]2)[CH2:7][C@H:6]1[CH2:29][OH:30])(=[O:3])[CH3:2].Cl[S:32]([NH2:35])(=[O:34])=[O:33]. The catalyst is C(C#N)(C)=O. The product is [C:1]([O:4][C@H:5]1[CH2:9][C@H:8]([N:10]2[C:14]3[N:15]=[CH:16][N:17]=[C:18]([NH:19][C@@H:20]4[C:28]5[C:23](=[CH:24][CH:25]=[CH:26][CH:27]=5)[CH2:22][CH2:21]4)[C:13]=3[CH:12]=[CH:11]2)[CH2:7][C@H:6]1[CH2:29][O:30][S:32]([NH2:35])(=[O:34])=[O:33])(=[O:3])[CH3:2]. The yield is 0.940. (2) The reactants are C[O:2][C:3]([C:5]1[CH:6]=[C:7]([C:11]2[CH:16]=[CH:15][C:14]([O:17][CH3:18])=[C:13]([O:19][CH3:20])[C:12]=2[O:21][CH3:22])[CH:8]=[CH:9][CH:10]=1)=[O:4].[Li+].[OH-].Cl. The product is [CH3:22][O:21][C:12]1[C:13]([O:19][CH3:20])=[C:14]([O:17][CH3:18])[CH:15]=[CH:16][C:11]=1[C:7]1[CH:8]=[CH:9][CH:10]=[C:5]([C:3]([OH:4])=[O:2])[CH:6]=1. The catalyst is CC#N. The yield is 0.720.